This data is from Peptide-MHC class I binding affinity with 185,985 pairs from IEDB/IMGT. The task is: Regression. Given a peptide amino acid sequence and an MHC pseudo amino acid sequence, predict their binding affinity value. This is MHC class I binding data. (1) The peptide sequence is EVDPIGHLY. The MHC is HLA-B58:01 with pseudo-sequence HLA-B58:01. The binding affinity (normalized) is 0.0847. (2) The peptide sequence is KAYANMWSL. The MHC is BoLA-AW10 with pseudo-sequence BoLA-AW10. The binding affinity (normalized) is 0.0641. (3) The peptide sequence is IVTDSQYAL. The MHC is HLA-A24:02 with pseudo-sequence HLA-A24:02. The binding affinity (normalized) is 0.0219. (4) The peptide sequence is DYNFVKQLF. The MHC is HLA-B07:02 with pseudo-sequence HLA-B07:02. The binding affinity (normalized) is 0.0240. (5) The peptide sequence is LLTACTIFYI. The MHC is HLA-A02:01 with pseudo-sequence HLA-A02:01. The binding affinity (normalized) is 0.839. (6) The peptide sequence is LVSRNYQML. The MHC is H-2-Db with pseudo-sequence H-2-Db. The binding affinity (normalized) is 0.130. (7) The peptide sequence is VALFSSCPVAY. The MHC is HLA-B44:03 with pseudo-sequence HLA-B44:03. The binding affinity (normalized) is 0.0847. (8) The peptide sequence is YLYLTFYFT. The MHC is HLA-A02:03 with pseudo-sequence HLA-A02:03. The binding affinity (normalized) is 0.875.